This data is from Catalyst prediction with 721,799 reactions and 888 catalyst types from USPTO. The task is: Predict which catalyst facilitates the given reaction. (1) Reactant: [CH3:1][N:2]1[C:6]([NH:7][C:8]([C:21]2[CH:26]=[CH:25][CH:24]=[CH:23][CH:22]=2)([C:15]2[CH:20]=[CH:19][CH:18]=[CH:17][CH:16]=2)[C:9]2[CH:14]=[CH:13][CH:12]=[CH:11][CH:10]=2)=[C:5]([CH2:27][CH2:28]C(O)=O)[CH:4]=[N:3]1.C([N:34](CC)CC)C.Cl[C:40]([O:42][CH2:43]C)=[O:41].[N-]=[N+]=[N-].[Na+]. Product: [CH3:1][N:2]1[C:6]([NH:7][C:8]([C:9]2[CH:14]=[CH:13][CH:12]=[CH:11][CH:10]=2)([C:15]2[CH:16]=[CH:17][CH:18]=[CH:19][CH:20]=2)[C:21]2[CH:26]=[CH:25][CH:24]=[CH:23][CH:22]=2)=[C:5]([CH2:27][CH2:28][NH:34][C:40](=[O:41])[O:42][CH3:43])[CH:4]=[N:3]1. The catalyst class is: 30. (2) Reactant: Cl.[F:2][C@H:3]1[CH2:7][CH2:6][NH:5][C@@H:4]1[C:8]([NH:10][CH2:11][C:12]1[C:13]([O:27][CH3:28])=[N:14][N:15]([C:17]2[CH:18]=[N:19][C:20]([C:23]([F:26])([F:25])[F:24])=[CH:21][CH:22]=2)[CH:16]=1)=[O:9].[F:29][C:30]1[CH:35]=[CH:34][C:33]([S:36](Cl)(=[O:38])=[O:37])=[CH:32][CH:31]=1. Product: [F:2][C@H:3]1[CH2:7][CH2:6][N:5]([S:36]([C:33]2[CH:34]=[CH:35][C:30]([F:29])=[CH:31][CH:32]=2)(=[O:38])=[O:37])[C@@H:4]1[C:8]([NH:10][CH2:11][C:12]1[C:13]([O:27][CH3:28])=[N:14][N:15]([C:17]2[CH:18]=[N:19][C:20]([C:23]([F:26])([F:25])[F:24])=[CH:21][CH:22]=2)[CH:16]=1)=[O:9]. The catalyst class is: 119. (3) Reactant: [CH2:1]([O:3][C:4](=[O:25])[CH:5]([C:14]1[N:15]=[CH:16][N:17]([CH:19]2[CH2:24][CH2:23][CH2:22][CH2:21][CH2:20]2)[CH:18]=1)[CH2:6][C:7]1[CH:8]=[N:9][C:10]([NH2:13])=[CH:11][CH:12]=1)[CH3:2].C(OC(=O)[C@H](C1N=CN(C2CCCCC2)C=1)CC1C=NC(N)=CC=1)C. Product: [CH2:1]([O:3][C:4](=[O:25])[C@@H:5]([C:14]1[N:15]=[CH:16][N:17]([CH:19]2[CH2:20][CH2:21][CH2:22][CH2:23][CH2:24]2)[CH:18]=1)[CH2:6][C:7]1[CH:8]=[N:9][C:10]([NH2:13])=[CH:11][CH:12]=1)[CH3:2]. The catalyst class is: 8. (4) Reactant: C([O:8][C:9](=[O:40])[C@@H:10]([NH:32][C:33]([O:35][C:36]([CH3:39])([CH3:38])[CH3:37])=[O:34])[CH2:11][CH2:12][CH2:13][O:14][Si:15]([C:28]([CH3:31])([CH3:30])[CH3:29])([C:22]1[CH:27]=[CH:26][CH:25]=[CH:24][CH:23]=1)[C:16]1[CH:21]=[CH:20][CH:19]=[CH:18][CH:17]=1)C1C=CC=CC=1. Product: [C:36]([O:35][C:33]([NH:32][C@@H:10]([CH2:11][CH2:12][CH2:13][O:14][Si:15]([C:28]([CH3:31])([CH3:30])[CH3:29])([C:16]1[CH:17]=[CH:18][CH:19]=[CH:20][CH:21]=1)[C:22]1[CH:27]=[CH:26][CH:25]=[CH:24][CH:23]=1)[C:9]([OH:40])=[O:8])=[O:34])([CH3:39])([CH3:37])[CH3:38]. The catalyst class is: 13. (5) The catalyst class is: 6. Reactant: F[C:2]1[CH:9]=[CH:8][C:7]([C:10]([F:13])([F:12])[F:11])=[CH:6][C:3]=1[CH:4]=O.[C:14]([O:18][CH3:19])(=[O:17])[CH2:15][SH:16].C(=O)([O-])[O-].[K+].[K+].CN(C=O)C. Product: [F:11][C:10]([F:13])([F:12])[C:7]1[CH:8]=[CH:9][C:2]2[S:16][C:15]([C:14]([O:18][CH3:19])=[O:17])=[CH:4][C:3]=2[CH:6]=1. (6) Product: [OH:10][C:6]1[CH:5]=[C:4]([C@@H:2]([NH:1][C:16](=[O:17])[O:15][C:12]([CH3:14])([CH3:13])[CH3:11])[CH3:3])[CH:9]=[CH:8][CH:7]=1. The catalyst class is: 2. Reactant: [NH2:1][C@H:2]([C:4]1[CH:5]=[C:6]([OH:10])[CH:7]=[CH:8][CH:9]=1)[CH3:3].[CH3:11][C:12]([O:15][C:16](O[C:16]([O:15][C:12]([CH3:14])([CH3:13])[CH3:11])=[O:17])=[O:17])([CH3:14])[CH3:13].CCN(C(C)C)C(C)C. (7) Reactant: [OH:1][C:2]1[CH:7]=[CH:6][C:5]([N:8]2[C:15](=[S:16])[N:14]([C:17]3[CH:18]=[C:19]([C:25]([F:28])([F:27])[F:26])[C:20]([C:23]#[N:24])=[N:21][CH:22]=3)[C:13](=[O:29])[C:9]32[CH2:12][CH2:11][CH2:10]3)=[CH:4][CH:3]=1.[CH3:30][N:31]1[CH2:36][CH2:35][CH:34](O)[CH2:33][CH2:32]1.C1(P(C2C=CC=CC=2)C2C=CC=CC=2)C=CC=CC=1.N(C(OC(C)C)=O)=NC(OC(C)C)=O. Product: [CH3:30][N:31]1[CH2:36][CH2:35][CH:34]([O:1][C:2]2[CH:7]=[CH:6][C:5]([N:8]3[C:15](=[S:16])[N:14]([C:17]4[CH:18]=[C:19]([C:25]([F:28])([F:27])[F:26])[C:20]([C:23]#[N:24])=[N:21][CH:22]=4)[C:13](=[O:29])[C:9]43[CH2:12][CH2:11][CH2:10]4)=[CH:4][CH:3]=2)[CH2:33][CH2:32]1. The catalyst class is: 1. (8) Reactant: Cl[CH2:2][C:3]([N:5]1[C@@H:9]([C:10]#[CH:11])[CH2:8][CH2:7][C@H:6]1[C:12]#[N:13])=[O:4].[CH3:14][C:15]([NH2:22])([CH3:21])[CH2:16][C:17]([CH3:20])([CH3:19])[CH3:18]. Product: [C:10]([C@@H:9]1[N:5]([C:3](=[O:4])[CH2:2][NH:22][C:15]([CH3:21])([CH3:14])[CH2:16][C:17]([CH3:20])([CH3:19])[CH3:18])[C@H:6]([C:12]#[N:13])[CH2:7][CH2:8]1)#[CH:11]. The catalyst class is: 10. (9) Reactant: [CH2:1]([NH:3][C:4]([C:6]1[CH:11]=[CH:10][C:9]([C:12]2[N:13]([CH2:23][C:24](O)=[O:25])[C:14]([C:17]3[CH:22]=[CH:21][CH:20]=[CH:19][CH:18]=3)=[CH:15][CH:16]=2)=[CH:8][CH:7]=1)=[O:5])[CH3:2].C(N1C=CN=C1)(N1C=CN=C1)=O.Cl.[N:40]1([C:45]([NH2:47])=[NH:46])[CH:44]=[CH:43][CH:42]=[N:41]1.C(N(CC)CC)C. Product: [CH2:1]([NH:3][C:4](=[O:5])[C:6]1[CH:11]=[CH:10][C:9]([C:12]2[N:13]([CH2:23][C:24](=[O:25])[NH:47][C:45](=[NH:46])[N:40]3[CH:44]=[CH:43][CH:42]=[N:41]3)[C:14]([C:17]3[CH:18]=[CH:19][CH:20]=[CH:21][CH:22]=3)=[CH:15][CH:16]=2)=[CH:8][CH:7]=1)[CH3:2]. The catalyst class is: 143.